The task is: Predict the product of the given reaction.. This data is from Forward reaction prediction with 1.9M reactions from USPTO patents (1976-2016). (1) Given the reactants [CH3:1][C:2]1[CH:8]=[CH:7][CH:6]=[C:5]([CH3:9])[C:3]=1[NH2:4].ClCCl.C(=O)([O-])[O-].[Na+].[Na+].[Cl:19][CH2:20][C:21](Cl)=[O:22], predict the reaction product. The product is: [Cl:19][CH2:20][C:21]([NH:4][C:3]1[C:5]([CH3:9])=[CH:6][CH:7]=[CH:8][C:2]=1[CH3:1])=[O:22]. (2) Given the reactants [CH3:1][O:2][C:3]1[CH:4]=[C:5]2[C:10](=[CH:11][CH:12]=1)[N:9]=[CH:8][C:7]([NH:13]C(O)=O)=[CH:6]2.C1C=CC(P(N=[N+]=[N-])(C2C=CC=CC=2)=[O:24])=CC=1.C[C:35]([OH:38])(C)C.[C:39]1([CH3:45])[CH:44]=CC=C[CH:40]=1, predict the reaction product. The product is: [C:39]([O:24][C:35]([N:9]1[C:10]2[C:5](=[CH:4][C:3]([O:2][CH3:1])=[CH:12][CH:11]=2)[CH:6]=[C:7]([NH2:13])[CH2:8]1)=[O:38])([CH3:45])([CH3:44])[CH3:40].